The task is: Predict the product of the given reaction.. This data is from Forward reaction prediction with 1.9M reactions from USPTO patents (1976-2016). (1) Given the reactants [CH3:1][C:2]([C@H:5]([NH:47][C:48]([O:50][CH3:51])=[O:49])[C:6]([NH:8][C@H:9]([C@@H:17]([OH:46])[CH2:18][N:19]([NH:33][C:34]([C@@H:36]([NH:41][C:42]([O:44][CH3:45])=[O:43])[C:37]([CH3:40])([CH3:39])[CH3:38])=[O:35])[CH2:20][C:21]1[CH:26]=[CH:25][C:24]([C:27]2[N:32]=[CH:31][CH:30]=[CH:29][CH:28]=2)=[CH:23][CH:22]=1)[CH2:10][C:11]1[CH:16]=[CH:15][CH:14]=[CH:13][CH:12]=1)=[O:7])([CH3:4])[CH3:3].CCO.[S:55](=[O:59])(=[O:58])([OH:57])[OH:56], predict the reaction product. The product is: [CH3:4][C:2]([C@H:5]([NH:47][C:48]([O:50][CH3:51])=[O:49])[C:6]([NH:8][C@H:9]([C@@H:17]([OH:46])[CH2:18][N:19]([NH:33][C:34]([C@@H:36]([NH:41][C:42]([O:44][CH3:45])=[O:43])[C:37]([CH3:38])([CH3:39])[CH3:40])=[O:35])[CH2:20][C:21]1[CH:22]=[CH:23][C:24]([C:27]2[CH:28]=[CH:29][CH:30]=[CH:31][N:32]=2)=[CH:25][CH:26]=1)[CH2:10][C:11]1[CH:16]=[CH:15][CH:14]=[CH:13][CH:12]=1)=[O:7])([CH3:1])[CH3:3].[OH:58][S:55]([OH:59])(=[O:57])=[O:56]. (2) Given the reactants [CH2:1]([O:8][C:9]([C@@H:11]1[CH2:16][CH2:15][CH:14]=[CH:13][CH2:12]1)=[O:10])[C:2]1[CH:7]=[CH:6][CH:5]=[CH:4][CH:3]=1.[C@@H]1(C(O)=[O:24])CCC=CC1, predict the reaction product. The product is: [CH2:1]([O:8][C:9]([C@@H:11]1[CH2:16][CH2:15][C@@H:14]2[C@@H:13]([O:24]2)[CH2:12]1)=[O:10])[C:2]1[CH:7]=[CH:6][CH:5]=[CH:4][CH:3]=1. (3) Given the reactants [F:1]/[C:2](/[CH:5]1[CH2:10][CH2:9][CH:8]([CH2:11][CH2:12][CH3:13])[CH2:7][CH2:6]1)=[CH:3]/[F:4].[Li]C(C)(C)C.[I:19]I.O, predict the reaction product. The product is: [F:1]/[C:2](/[CH:5]1[CH2:10][CH2:9][CH:8]([CH2:11][CH2:12][CH3:13])[CH2:7][CH2:6]1)=[C:3](/[F:4])\[I:19]. (4) Given the reactants Br[C:2]1[CH:7]=[CH:6][CH:5]=[C:4]([F:8])[C:3]=1[N:9]1[C:34](=[O:35])[C:12]2=[CH:13][N:14]([CH2:21][C:22]3[CH:27]=[CH:26][C:25]([N:28]4[CH:32]=[CH:31][CH:30]=[N:29]4)=[CH:24][C:23]=3F)[C:15]3[CH:16]=[CH:17][CH:18]=[CH:19][C:20]=3[C:11]2=[N:10]1.C(=O)([O-])[O-].[Na+].[Na+].[CH3:42][N:43](C)C=O, predict the reaction product. The product is: [F:8][C:4]1[C:3]([N:9]2[C:34](=[O:35])[C:12]3=[CH:13][N:14]([CH2:21][C:22]4[CH:23]=[CH:24][C:25]([N:28]5[CH:32]=[CH:31][CH:30]=[N:29]5)=[CH:26][CH:27]=4)[C:15]4[CH:16]=[CH:17][CH:18]=[CH:19][C:20]=4[C:11]3=[N:10]2)=[C:2]([CH:7]=[CH:6][CH:5]=1)[C:42]#[N:43]. (5) Given the reactants [H-].[Na+].[C@H:3]1([CH2:11][OH:12])[CH2:8][CH2:7][C@H:6]([CH2:9][OH:10])[CH2:5][CH2:4]1.[CH3:13][O:14][C:15]1[CH:16]=[C:17]([CH:35]=[CH:36][CH:37]=1)[CH2:18][NH:19][C:20]([C:22]1[NH:31][C:30](=[O:32])[C:29]2[C:24](=[CH:25][CH:26]=[C:27]([F:34])[C:28]=2F)[N:23]=1)=[O:21].Cl, predict the reaction product. The product is: [F:34][C:27]1[C:28]([O:10][CH2:9][C@H:6]2[CH2:7][CH2:8][C@H:3]([CH2:11][OH:12])[CH2:4][CH2:5]2)=[C:29]2[C:24](=[CH:25][CH:26]=1)[N:23]=[C:22]([C:20]([NH:19][CH2:18][C:17]1[CH:35]=[CH:36][CH:37]=[C:15]([O:14][CH3:13])[CH:16]=1)=[O:21])[NH:31][C:30]2=[O:32].